This data is from Forward reaction prediction with 1.9M reactions from USPTO patents (1976-2016). The task is: Predict the product of the given reaction. (1) Given the reactants [C:1]([OH:12])(=O)[C:2]1[C:3](=[CH:7][CH:8]=[CH:9][CH:10]=1)[C:4]([OH:6])=O.[NH2:13][CH2:14][CH2:15][O:16][CH2:17][CH2:18][O:19][CH2:20][CH2:21][O:22][CH2:23][CH2:24][NH:25][S:26]([C:29]1[CH:34]=[CH:33][CH:32]=[C:31]([CH:35]2[C:44]3[C:39](=[C:40]([Cl:46])[CH:41]=[C:42]([Cl:45])[CH:43]=3)[CH2:38][N:37]([CH3:47])[CH2:36]2)[CH:30]=1)(=[O:28])=[O:27], predict the reaction product. The product is: [Cl:45][C:42]1[CH:43]=[C:44]2[C:39](=[C:40]([Cl:46])[CH:41]=1)[CH2:38][N:37]([CH3:47])[CH2:36][CH:35]2[C:31]1[CH:30]=[C:29]([S:26]([NH:25][CH2:24][CH2:23][O:22][CH2:21][CH2:20][O:19][CH2:18][CH2:17][O:16][CH2:15][CH2:14][NH:13][C:4](=[O:6])[C:3]2[C:2](=[CH:10][CH:9]=[CH:8][CH:7]=2)[C:1]([NH:13][CH2:14][CH2:15][O:16][CH2:17][CH2:18][O:19][CH2:20][CH2:21][O:22][CH2:23][CH2:24][NH:25][S:26]([C:29]2[CH:34]=[CH:33][CH:32]=[C:31]([CH:35]3[C:44]4[C:39](=[C:40]([Cl:46])[CH:41]=[C:42]([Cl:45])[CH:43]=4)[CH2:38][N:37]([CH3:47])[CH2:36]3)[CH:30]=2)(=[O:28])=[O:27])=[O:12])(=[O:28])=[O:27])[CH:34]=[CH:33][CH:32]=1. (2) Given the reactants [Si:1]([O:18][CH2:19][C@H:20]([CH:22]1[CH2:25][N:24]([C:26]([O:28][C:29]([CH3:32])([CH3:31])[CH3:30])=[O:27])[CH2:23]1)O)([C:14]([CH3:17])([CH3:16])[CH3:15])([C:8]1[CH:13]=[CH:12][CH:11]=[CH:10][CH:9]=1)[C:2]1[CH:7]=[CH:6][CH:5]=[CH:4][CH:3]=1.[CH3:33][S:34](Cl)(=[O:36])=[O:35], predict the reaction product. The product is: [Si:1]([O:18][CH2:19][C@H:20]([CH:22]1[CH2:25][N:24]([C:26]([O:28][C:29]([CH3:32])([CH3:31])[CH3:30])=[O:27])[CH2:23]1)[S:34]([CH3:33])(=[O:36])=[O:35])([C:14]([CH3:17])([CH3:16])[CH3:15])([C:8]1[CH:13]=[CH:12][CH:11]=[CH:10][CH:9]=1)[C:2]1[CH:7]=[CH:6][CH:5]=[CH:4][CH:3]=1.